This data is from Catalyst prediction with 721,799 reactions and 888 catalyst types from USPTO. The task is: Predict which catalyst facilitates the given reaction. (1) The catalyst class is: 1. Product: [C:1]([O:5][C:6]([N:8]1[CH2:13][CH2:12][N:11]([C:14]2[CH:22]=[CH:21][CH:20]=[C:19]3[C:15]=2[C:16]([CH3:33])=[CH:17][NH:18]3)[CH2:10][CH2:9]1)=[O:7])([CH3:4])([CH3:3])[CH3:2]. Reactant: [C:1]([O:5][C:6]([N:8]1[CH2:13][CH2:12][N:11]([C:14]2[CH:22]=[CH:21][CH:20]=[C:19]3[C:15]=2[C:16]([CH3:33])=[CH:17][N:18]3[Si](C(C)C)(C(C)C)C(C)C)[CH2:10][CH2:9]1)=[O:7])([CH3:4])([CH3:3])[CH3:2].[F-].C([N+](CCCC)(CCCC)CCCC)CCC.C(OCC)C. (2) Reactant: Br[C:2]1[CH:7]=[CH:6][C:5]([C:8]([F:11])([F:10])[F:9])=[CH:4][C:3]=1[O:12][CH3:13].[Li]CCCC.[Si:19]([O:26][CH2:27][C:28]1[N:29]([C:33]2[CH:37]=[CH:36][N:35]([S:38]([C:41]3[CH:47]=[CH:46][C:44]([CH3:45])=[CH:43][CH:42]=3)(=[O:40])=[O:39])[C:34]=2[CH:48]=[O:49])[CH:30]=[CH:31][CH:32]=1)([C:22]([CH3:25])([CH3:24])[CH3:23])([CH3:21])[CH3:20]. Product: [Si:19]([O:26][CH2:27][C:28]1[N:29]([C:33]2[CH:37]=[CH:36][N:35]([S:38]([C:41]3[CH:47]=[CH:46][C:44]([CH3:45])=[CH:43][CH:42]=3)(=[O:40])=[O:39])[C:34]=2[CH:48]([C:2]2[CH:7]=[CH:6][C:5]([C:8]([F:11])([F:10])[F:9])=[CH:4][C:3]=2[O:12][CH3:13])[OH:49])[CH:30]=[CH:31][CH:32]=1)([C:22]([CH3:25])([CH3:24])[CH3:23])([CH3:21])[CH3:20]. The catalyst class is: 1.